The task is: Regression/Classification. Given a drug SMILES string, predict its absorption, distribution, metabolism, or excretion properties. Task type varies by dataset: regression for continuous measurements (e.g., permeability, clearance, half-life) or binary classification for categorical outcomes (e.g., BBB penetration, CYP inhibition). Dataset: cyp2d6_veith.. This data is from CYP2D6 inhibition data for predicting drug metabolism from PubChem BioAssay. (1) The compound is COc1ccc(CO/N=C/c2c(C)[nH]c(=O)[nH]c2=O)cc1. The result is 0 (non-inhibitor). (2) The drug is Cc1ccc(CNC(=O)C2CC(c3ccccc3[N+](=O)[O-])=NO2)cc1. The result is 0 (non-inhibitor). (3) The compound is CC(=O)N[C@@H]1CCSC1=O. The result is 0 (non-inhibitor). (4) The drug is O=C(O)CC[C@]1(C(=O)O)CCC(=O)c2ccccc21. The result is 0 (non-inhibitor). (5) The molecule is CCc1cccc(CC)c1-n1c(SCc2cc(=O)n3ccsc3n2)nnc1-c1cccnc1. The result is 0 (non-inhibitor). (6) The molecule is O=c1c(-c2cccs2)nc2cnc(Oc3ccccc3)nc2n1Cc1cccs1. The result is 0 (non-inhibitor). (7) The drug is C=CCSc1nc(NC)c2sccc2n1. The result is 0 (non-inhibitor).